Dataset: Forward reaction prediction with 1.9M reactions from USPTO patents (1976-2016). Task: Predict the product of the given reaction. (1) Given the reactants [CH3:1][C:2]([Si:5]([CH3:21])([CH3:20])[O:6][CH2:7][C:8]1[CH:17]=[CH:16][C:11]([C:12]([O:14]C)=O)=[CH:10][C:9]=1[O:18][CH3:19])([CH3:4])[CH3:3].[Li+].C[Si]([N-][Si](C)(C)C)(C)C.[CH3:32][C:33]1[CH:38]=[CH:37][N:36]=[C:35]([Cl:39])[N:34]=1, predict the reaction product. The product is: [Cl:39][C:35]1[N:34]=[C:33]([CH2:32][C:12]([C:11]2[CH:16]=[CH:17][C:8]([CH2:7][O:6][Si:5]([C:2]([CH3:1])([CH3:3])[CH3:4])([CH3:21])[CH3:20])=[C:9]([O:18][CH3:19])[CH:10]=2)=[O:14])[CH:38]=[CH:37][N:36]=1. (2) Given the reactants [S:1]1[C:5]([C:6]2[CH:11]=[CH:10][C:9]([C:12]3[N:16]([C:17]4[CH:18]=[CH:19][C:20]([S:23]([NH2:26])(=[O:25])=[O:24])=[N:21][CH:22]=4)[N:15]=[C:14]([C:27]([F:30])([F:29])[F:28])[CH:13]=3)=[CH:8][CH:7]=2)=[CH:4][N:3]=[CH:2]1.[Cl:31]C1C(C(F)(F)F)=NN(C2C=CC(S(N)(=O)=O)=NC=2)C=1C1C=CC(C2N=CSC=2)=CC=1, predict the reaction product. The product is: [ClH:31].[S:1]1[C:5]([C:6]2[CH:11]=[CH:10][C:9]([C:12]3[N:16]([C:17]4[CH:18]=[CH:19][C:20]([S:23]([NH2:26])(=[O:24])=[O:25])=[N:21][CH:22]=4)[N:15]=[C:14]([C:27]([F:28])([F:29])[F:30])[CH:13]=3)=[CH:8][CH:7]=2)=[CH:4][N:3]=[CH:2]1. (3) Given the reactants [CH3:1][O:2][C:3]1[C:8]2[O:9][C:10]3[CH:15]=[CH:14][CH:13]=[CH:12][C:11]=3[C:7]=2[C:6]([C:16]2([C:23]#[N:24])[CH2:21][CH2:20][C:19](=[O:22])[CH2:18][CH2:17]2)=[CH:5][CH:4]=1.CO[CH:27](OC)[N:28]([CH3:30])[CH3:29], predict the reaction product. The product is: [CH3:27][N:28](/[CH:30]=[C:20]1\[CH2:21][C:16]([C:6]2[C:7]3[C:11]4[CH:12]=[CH:13][CH:14]=[CH:15][C:10]=4[O:9][C:8]=3[C:3]([O:2][CH3:1])=[CH:4][CH:5]=2)([C:23]#[N:24])[CH2:17][CH2:18][C:19]\1=[O:22])[CH3:29]. (4) Given the reactants C(O[C:6]([N:8]1[CH2:13][CH2:12][CH:11]([CH2:14][CH2:15][C:16](=O)[NH:17][CH3:18])[CH2:10][CH2:9]1)=O)(C)(C)C.[H-].[H-].[H-].[H-].[Li+].[Al+3], predict the reaction product. The product is: [CH3:18][NH:17][CH2:16][CH2:15][CH2:14][CH:11]1[CH2:12][CH2:13][N:8]([CH3:6])[CH2:9][CH2:10]1. (5) Given the reactants [O:1]1[CH2:6][CH2:5][C:4](=[N:7][OH:8])[CH2:3][CH2:2]1.I[C:10]1C=CC=C[CH:10]=1.C[CH:17]([CH2:21][C:22]([OH:24])=[O:23])[C:18]([OH:20])=[O:19].C[CH:17]([CH2:21][C:22]([OH:24])=[O:23])[C:18]([OH:20])=[O:19], predict the reaction product. The product is: [C:22]([O:24][CH3:10])(=[O:23])[CH2:21][CH2:17][C:18]([O:20][C:4]1([N:7]=[O:8])[CH2:5][CH2:6][O:1][CH2:2][CH2:3]1)=[O:19]. (6) Given the reactants [Cl:1][C:2]1[CH:3]=[CH:4][C:5]([C:39]#[N:40])=[C:6]([C:8]2[C:13]([O:14][CH3:15])=[CH:12][N:11]([CH:16]([CH2:33][C:34]3([CH3:37])[CH2:36][CH2:35]3)[C:17]([NH:19][C:20]3[CH:32]=[CH:31][C:23]([C:24]([O:26]C(C)(C)C)=[O:25])=[CH:22][CH:21]=3)=[O:18])[C:10](=[O:38])[CH:9]=2)[CH:7]=1.C(O)(C(F)(F)F)=O, predict the reaction product. The product is: [Cl:1][C:2]1[CH:3]=[CH:4][C:5]([C:39]#[N:40])=[C:6]([C:8]2[C:13]([O:14][CH3:15])=[CH:12][N:11]([CH:16]([CH2:33][C:34]3([CH3:37])[CH2:36][CH2:35]3)[C:17]([NH:19][C:20]3[CH:32]=[CH:31][C:23]([C:24]([OH:26])=[O:25])=[CH:22][CH:21]=3)=[O:18])[C:10](=[O:38])[CH:9]=2)[CH:7]=1. (7) Given the reactants [Cl:1][C:2]1[C:11]([CH2:12][C:13]2[CH:18]=[CH:17][C:16](SC)=[CH:15][CH:14]=2)=[C:10]([Cl:21])[C:9]2[C:4](=[CH:5][CH:6]=[C:7]([C:22]([C:30]3[C:31]([CH3:37])=[N:32][C:33]([CH3:36])=[CH:34][CH:35]=3)([C:24]3[N:28]([CH3:29])[N:27]=[N:26][CH:25]=3)[OH:23])[CH:8]=2)[N:3]=1.ClC1C=CC=C(C(OO)=O)C=1.[CH3:49][S:50]([O-:53])(=O)=[O:51].CS(C1C=CC=C[N+]=1[O-])(=O)=O.BrP(Br)Br.C([O-])([O-])=O.[K+].[K+], predict the reaction product. The product is: [Cl:1][C:2]1[C:11]([CH2:12][C:13]2[CH:14]=[CH:15][C:16]([S:50]([CH3:49])(=[O:53])=[O:51])=[CH:17][CH:18]=2)=[C:10]([Cl:21])[C:9]2[C:4](=[CH:5][CH:6]=[C:7]([C:22]([C:30]3[C:31]([CH3:37])=[N:32][C:33]([CH3:36])=[CH:34][CH:35]=3)([C:24]3[N:28]([CH3:29])[N:27]=[N:26][CH:25]=3)[OH:23])[CH:8]=2)[N:3]=1.